Dataset: Full USPTO retrosynthesis dataset with 1.9M reactions from patents (1976-2016). Task: Predict the reactants needed to synthesize the given product. (1) The reactants are: [Cl:1][C:2]1[CH:3]=[C:4]([O:12][C:13]2[C:25](I)=[CH:24][C:16]([C:17]([O:19][C:20]([CH3:23])([CH3:22])[CH3:21])=[O:18])=[C:15]([F:27])[CH:14]=2)[CH:5]=[N:6][C:7]=1[O:8][CH:9]([CH3:11])[CH3:10].[O:28]1[CH2:31][C:30](=[O:32])[CH2:29]1. Given the product [Cl:1][C:2]1[CH:3]=[C:4]([O:12][C:13]2[C:25]([C:30]3([OH:32])[CH2:31][O:28][CH2:29]3)=[CH:24][C:16]([C:17]([O:19][C:20]([CH3:23])([CH3:22])[CH3:21])=[O:18])=[C:15]([F:27])[CH:14]=2)[CH:5]=[N:6][C:7]=1[O:8][CH:9]([CH3:11])[CH3:10], predict the reactants needed to synthesize it. (2) Given the product [CH2:1]([N:8]1[CH2:13][CH2:12][CH:11]([N:14]([CH3:15])[C:30]([N:28]2[CH:29]=[C:25]([C:21]3[CH:22]=[CH:23][CH:24]=[C:19]([N+:16]([O-:18])=[O:17])[CH:20]=3)[N:26]=[CH:27]2)=[O:32])[CH2:10][CH2:9]1)[C:2]1[CH:3]=[CH:4][CH:5]=[CH:6][CH:7]=1, predict the reactants needed to synthesize it. The reactants are: [CH2:1]([N:8]1[CH2:13][CH2:12][CH:11]([NH:14][CH3:15])[CH2:10][CH2:9]1)[C:2]1[CH:7]=[CH:6][CH:5]=[CH:4][CH:3]=1.[N+:16]([C:19]1[CH:20]=[C:21]([C:25]2[N:26]=[CH:27][N:28]([C:30]([O:32]C3C=CC=CC=3)=O)[CH:29]=2)[CH:22]=[CH:23][CH:24]=1)([O-:18])=[O:17]. (3) Given the product [Cl:10][C:11]1[CH:12]=[C:13]([C:2]2[N:7]=[C:6]([CH:8]=[O:9])[CH:5]=[CH:4][CH:3]=2)[CH:14]=[CH:15][C:16]=1[F:17], predict the reactants needed to synthesize it. The reactants are: Br[C:2]1[N:7]=[C:6]([CH:8]=[O:9])[CH:5]=[CH:4][CH:3]=1.[Cl:10][C:11]1[CH:12]=[C:13](B(O)O)[CH:14]=[CH:15][C:16]=1[F:17].C(=O)([O-])[O-].[Cs+].[Cs+]. (4) Given the product [OH:38][C:39]1[CH:47]=[CH:46][C:45]([N:48]2[CH2:49][CH2:50][O:51][CH2:52][CH2:53]2)=[CH:44][C:40]=1[C:41]([NH2:43])=[O:42], predict the reactants needed to synthesize it. The reactants are: C(OC1C=CC(N2CCOCC2)=CC=1C(OCC1C=CC=CC=1)=O)C1C=CC=CC=1.C([O:38][C:39]1[CH:47]=[CH:46][C:45]([N:48]2[CH2:53][CH2:52][O:51][CH2:50][CH2:49]2)=[CH:44][C:40]=1[C:41]([NH2:43])=[O:42])C1C=CC=CC=1. (5) Given the product [CH:18]1([N:6]([CH2:7][C:8]2[CH:17]=[CH:12][N:11]=[CH:10][CH:9]=2)[C:4](=[O:5])[CH:3]([CH2:21][C:22]2[CH:23]=[CH:24][C:25]([O:28][CH2:29][CH2:30][O:31][C:32]3[C:37]([Cl:38])=[CH:36][C:35]([CH3:39])=[CH:34][C:33]=3[Cl:40])=[CH:26][CH:27]=2)[CH2:2][NH:1][C:74](=[O:73])[O:75][C:51]([CH3:50])([CH3:46])[CH3:64])[CH2:20][CH2:19]1, predict the reactants needed to synthesize it. The reactants are: [NH2:1][CH2:2][CH:3]([CH2:21][C:22]1[CH:27]=[CH:26][C:25]([O:28][CH2:29][CH2:30][O:31][C:32]2[C:37]([Cl:38])=[CH:36][C:35]([CH3:39])=[CH:34][C:33]=2[Cl:40])=[CH:24][CH:23]=1)[C:4]([N:6]([CH:18]1[CH2:20][CH2:19]1)[CH2:7][C:8]1[C:17]2[C:12](=CC=CC=2)[N:11]=[CH:10][CH:9]=1)=[O:5].O.ON1C2C=C[CH:50]=[CH:51][C:46]=2N=N1.Cl.CN(C)CCCN=C=NCC.[CH2:64](N(CC)CC)C.CC[O:73][C:74](C)=[O:75]. (6) Given the product [Cl:15][C:16]1[CH:42]=[CH:41][CH:40]=[C:39]([F:43])[C:17]=1[CH2:18][N:19]1[C:24]2[CH:25]=[CH:26][CH:27]=[CH:28][C:23]=2[S:22](=[O:30])(=[O:29])[N:21]([CH2:2][C:3]2[CH:7]=[C:6]([CH3:8])[O:5][N:4]=2)[C:20]1=[O:38], predict the reactants needed to synthesize it. The reactants are: Br[CH2:2][C:3]1[CH:7]=[C:6]([CH3:8])[O:5][N:4]=1.C([O-])([O-])=O.[Cs+].[Cs+].[Cl:15][C:16]1[CH:42]=[CH:41][CH:40]=[C:39]([F:43])[C:17]=1[CH2:18][N:19]1[C:24]2[CH:25]=[CH:26][CH:27]=[CH:28][C:23]=2[S:22](=[O:30])(=[O:29])[N:21](CC2C=CC=CN=2)[C:20]1=[O:38]. (7) Given the product [Si:1]([O:8][CH2:9][C:10]1([CH3:38])[S:16][CH2:15][CH2:14][N:13]2[C:17]([C:20]3([C:23]4[CH:28]=[CH:27][C:26]([C:40]5[CH:45]=[CH:44][CH:43]=[CH:42][N:41]=5)=[CH:25][CH:24]=4)[CH2:22][CH2:21]3)=[N:18][N:19]=[C:12]2[CH2:11]1)([C:4]([CH3:7])([CH3:6])[CH3:5])([CH3:3])[CH3:2], predict the reactants needed to synthesize it. The reactants are: [Si:1]([O:8][CH2:9][C:10]1([CH3:38])[S:16][CH2:15][CH2:14][N:13]2[C:17]([C:20]3([C:23]4[CH:28]=[CH:27][C:26](B5OC(C)(C)C(C)(C)O5)=[CH:25][CH:24]=4)[CH2:22][CH2:21]3)=[N:18][N:19]=[C:12]2[CH2:11]1)([C:4]([CH3:7])([CH3:6])[CH3:5])([CH3:3])[CH3:2].Br[C:40]1[CH:45]=[CH:44][CH:43]=[CH:42][N:41]=1.C(=O)([O-])[O-].[K+].[K+].